This data is from Forward reaction prediction with 1.9M reactions from USPTO patents (1976-2016). The task is: Predict the product of the given reaction. (1) Given the reactants C([N:4]([C:6](=[O:26])[CH:7]([NH:15][S:16]([C:19]1[CH:24]=[CH:23][C:22]([Cl:25])=[CH:21][CH:20]=1)(=[O:18])=[O:17])[CH2:8][C:9]1[CH:14]=[CH:13][CH:12]=[CH:11][CH:10]=1)[NH2:5])(=O)C.O=P(Cl)(Cl)Cl.[CH3:32][C:33]#N, predict the reaction product. The product is: [Cl:25][C:22]1[CH:23]=[CH:24][C:19]([S:16]([NH:15][CH:7]([C:6]2[O:26][C:32]([CH3:33])=[N:5][N:4]=2)[CH2:8][C:9]2[CH:14]=[CH:13][CH:12]=[CH:11][CH:10]=2)(=[O:17])=[O:18])=[CH:20][CH:21]=1. (2) Given the reactants [Cl:1][C:2]1[CH:11]=[C:10]([C:12](=[O:14])[CH3:13])[C:9]([N:15]2[CH2:20][CH2:19][NH:18][CH2:17][CH2:16]2)=[C:8]2[C:3]=1[CH:4]=[CH:5][CH:6]=[N:7]2.Cl.[N:22]1[CH:27]=[CH:26][CH:25]=[CH:24][C:23]=1[C:28](Cl)=[O:29].C(N(CC)CC)C, predict the reaction product. The product is: [Cl:1][C:2]1[CH:11]=[C:10]([C:12](=[O:14])[CH3:13])[C:9]([N:15]2[CH2:16][CH2:17][N:18]([C:28]([C:23]3[CH:24]=[CH:25][CH:26]=[CH:27][N:22]=3)=[O:29])[CH2:19][CH2:20]2)=[C:8]2[C:3]=1[CH:4]=[CH:5][CH:6]=[N:7]2. (3) Given the reactants [N+:1]([C:4]1[CH:31]=[CH:30][C:7]([CH2:8][CH:9]([P:20](=[O:29])([O:25][CH2:26][CH:27]=[CH2:28])[O:21][CH2:22][CH:23]=[CH2:24])[P:10](=[O:19])([O:15][CH2:16][CH:17]=[CH2:18])[O:11][CH2:12][CH:13]=[CH2:14])=[CH:6][CH:5]=1)([O-])=O.[NH4+].[Cl-].Cl.C([O-])(O)=O.[Na+], predict the reaction product. The product is: [NH2:1][C:4]1[CH:5]=[CH:6][C:7]([CH2:8][CH:9]([P:20](=[O:29])([O:25][CH2:26][CH:27]=[CH2:28])[O:21][CH2:22][CH:23]=[CH2:24])[P:10](=[O:19])([O:15][CH2:16][CH:17]=[CH2:18])[O:11][CH2:12][CH:13]=[CH2:14])=[CH:30][CH:31]=1. (4) Given the reactants [CH:1]1([C:4]2[N:5]=[CH:6][C:7]([O:10][C@H:11]3[CH2:20][N:14]4[C:15](=[O:19])[CH2:16][NH:17][CH2:18][C@@H:13]4[CH2:12]3)=[N:8][CH:9]=2)[CH2:3][CH2:2]1.C(N(CC)CC)C.[F:28][C:29]([F:40])([F:39])[C:30]1[CH:38]=[CH:37][C:33]([C:34](Cl)=[O:35])=[CH:32][CH:31]=1, predict the reaction product. The product is: [CH:1]1([C:4]2[N:5]=[CH:6][C:7]([O:10][C@H:11]3[CH2:20][N:14]4[C:15](=[O:19])[CH2:16][N:17]([C:34](=[O:35])[C:33]5[CH:37]=[CH:38][C:30]([C:29]([F:28])([F:39])[F:40])=[CH:31][CH:32]=5)[CH2:18][C@@H:13]4[CH2:12]3)=[N:8][CH:9]=2)[CH2:3][CH2:2]1. (5) Given the reactants Br[C:2]1[CH:7]=[CH:6][CH:5]=[C:4]([CH2:8][F:9])[N:3]=1.[CH2:10]([C:14]1[S:15][C:16]2[CH:22]=[CH:21][CH:20]=[CH:19][C:17]=2[N:18]=1)[CH2:11][C:12]#[CH:13], predict the reaction product. The product is: [F:9][CH2:8][C:4]1[N:3]=[C:2]([C:13]#[C:12][CH2:11][CH2:10][C:14]2[S:15][C:16]3[CH:22]=[CH:21][CH:20]=[CH:19][C:17]=3[N:18]=2)[CH:7]=[CH:6][CH:5]=1. (6) Given the reactants Cl[CH:2]([SiH3:4])Cl.[OH:5][CH2:6][CH2:7][N:8]([CH2:10][CH2:11][OH:12])[CH3:9].CN.OC(O)CNC, predict the reaction product. The product is: [CH3:9][N:8]1[CH2:10][CH2:11][O:12][SiH:4]([CH3:2])[O:5][CH2:6][CH2:7]1. (7) Given the reactants [N:1]1([CH2:7][C:8]2[CH:9]=[C:10]3[C:18](=[CH:19][CH:20]=2)[N:17]=[C:16]2[N:11]3[C:12](=[O:24])[NH:13][C:14]3[C:15]2=[N:21][NH:22][CH:23]=3)[CH2:6][CH2:5][O:4][CH2:3][CH2:2]1.[CH:25]1([NH2:28])[CH2:27][CH2:26]1.[Cl-].[Na+], predict the reaction product. The product is: [CH:25]1([NH:28][C:12]([NH:13][C:14]2[C:15]([C:16]3[NH:17][C:18]4[CH:19]=[CH:20][C:8]([CH2:7][N:1]5[CH2:2][CH2:3][O:4][CH2:5][CH2:6]5)=[CH:9][C:10]=4[N:11]=3)=[N:21][NH:22][CH:23]=2)=[O:24])[CH2:27][CH2:26]1.